This data is from Catalyst prediction with 721,799 reactions and 888 catalyst types from USPTO. The task is: Predict which catalyst facilitates the given reaction. (1) Reactant: [CH3:1][S:2](Cl)(=[O:4])=[O:3].[F:6][C:7]1[CH:8]=[C:9]([CH2:13][CH2:14][OH:15])[CH:10]=[CH:11][CH:12]=1.C(N(CC)CC)C. Product: [CH3:1][S:2]([O:15][CH2:14][CH2:13][C:9]1[CH:10]=[CH:11][CH:12]=[C:7]([F:6])[CH:8]=1)(=[O:4])=[O:3]. The catalyst class is: 2. (2) Reactant: C[O:2][C:3](=[O:30])[C:4]([OH:29])=[CH:5][C:6]([C:8]1[C:9](=[O:28])[N:10]([CH2:21][C:22]2[CH:27]=[CH:26][CH:25]=[CH:24][CH:23]=2)[CH:11]=[C:12]([CH2:14][C:15]2[CH:20]=[CH:19][CH:18]=[CH:17][CH:16]=2)[CH:13]=1)=[O:7].[OH-].[Na+].Cl. Product: [CH2:21]([N:10]1[CH:11]=[C:12]([CH2:14][C:15]2[CH:16]=[CH:17][CH:18]=[CH:19][CH:20]=2)[CH:13]=[C:8]([C:6](=[O:7])[CH:5]=[C:4]([OH:29])[C:3]([OH:30])=[O:2])[C:9]1=[O:28])[C:22]1[CH:23]=[CH:24][CH:25]=[CH:26][CH:27]=1. The catalyst class is: 5. (3) Reactant: [Br:1][C:2]1[CH:10]=[CH:9][C:8]([F:11])=[C:7]2[C:3]=1[CH2:4][CH2:5][C:6]2=[O:12].C(O)=O.C(N[C@H](C(O)=O)CS)(=O)C.Cl. Product: [Br:1][C:2]1[CH:10]=[CH:9][C:8]([F:11])=[C:7]2[C:3]=1[CH2:4][CH2:5][C@@H:6]2[OH:12]. The catalyst class is: 226. (4) The catalyst class is: 71. Reactant: [CH2:1]([NH:5][C:6]1[N:14]=[C:13]2[C:9]([N:10]=[C:11]([O:22]C)[N:12]2[CH2:15][CH2:16][CH:17]2[CH2:21][CH2:20][O:19][CH2:18]2)=[C:8]([NH2:24])[N:7]=1)[CH2:2][CH2:3][CH3:4].Cl. Product: [NH2:24][C:8]1[N:7]=[C:6]([NH:5][CH2:1][CH2:2][CH2:3][CH3:4])[N:14]=[C:13]2[C:9]=1[NH:10][C:11](=[O:22])[N:12]2[CH2:15][CH2:16][CH:17]1[CH2:21][CH2:20][O:19][CH2:18]1. (5) Reactant: [CH2:1]([N:3]([CH2:16][CH3:17])[C:4](=[O:15])[C:5]1[CH:10]=[CH:9][C:8](F)=[C:7]([N+:12]([O-:14])=[O:13])[CH:6]=1)[CH3:2].[C:18]1([CH2:24][CH2:25][NH2:26])[CH:23]=[CH:22][CH:21]=[CH:20][CH:19]=1. Product: [CH2:1]([N:3]([CH2:16][CH3:17])[C:4](=[O:15])[C:5]1[CH:10]=[CH:9][C:8]([NH:26][CH2:25][CH2:24][C:18]2[CH:23]=[CH:22][CH:21]=[CH:20][CH:19]=2)=[C:7]([N+:12]([O-:14])=[O:13])[CH:6]=1)[CH3:2]. The catalyst class is: 14.